Dataset: Reaction yield outcomes from USPTO patents with 853,638 reactions. Task: Predict the reaction yield, written as a fraction of the theoretical maximum amount of product (1.0 means a 100% yield; for example, 0.34 means a 34% yield). (1) The reactants are [O:1]1[CH2:6][CH2:5][CH2:4][CH2:3][CH:2]1[N:7]1[C:11]([C@H:12]2[CH2:16][CH2:15][CH2:14][C@@H:13]2[OH:17])=[CH:10][CH:9]=[N:8]1.[H-].[Na+].[CH2:20](Br)[C:21]1[CH:26]=[CH:25][CH:24]=[CH:23][CH:22]=1.O. The catalyst is CN(C=O)C. The product is [CH2:20]([O:17][C@H:13]1[CH2:14][CH2:15][CH2:16][C@@H:12]1[C:11]1[N:7]([CH:2]2[CH2:3][CH2:4][CH2:5][CH2:6][O:1]2)[N:8]=[CH:9][CH:10]=1)[C:21]1[CH:26]=[CH:25][CH:24]=[CH:23][CH:22]=1. The yield is 0.570. (2) The reactants are [CH3:1][C:2]1[N:6]=[C:5]([NH2:7])[S:4][N:3]=1.N1C=CC=CC=1.Cl[C:15]([O:17][CH2:18][C:19]([Cl:22])([Cl:21])[Cl:20])=[O:16].O. The catalyst is O1CCCC1. The product is [CH3:1][C:2]1[N:6]=[C:5]([NH:7][C:15](=[O:16])[O:17][CH2:18][C:19]([Cl:22])([Cl:21])[Cl:20])[S:4][N:3]=1. The yield is 0.728. (3) The reactants are [NH:1]1[C:9]2[C:4](=[CH:5][CH:6]=[CH:7][CH:8]=2)[CH:3]=[CH:2]1.[OH-].[K+].[Br:12][CH2:13][CH2:14][CH2:15]Br. The catalyst is CS(C)=O.C(OCC)(=O)C. The product is [N:1]1([CH2:15][CH2:14][CH2:13][Br:12])[C:9]2[C:4](=[CH:5][CH:6]=[CH:7][CH:8]=2)[CH:3]=[CH:2]1. The yield is 0.350. (4) The reactants are [Br:1][C:2]1[C:3](=[O:29])[N:4]([CH2:18][C:19]2[CH:20]=[C:21]([CH:26]=[CH:27][CH:28]=2)[C:22](OC)=[O:23])[CH:5]=[CH:6][C:7]=1[O:8][CH2:9][C:10]1[CH:15]=[CH:14][C:13]([F:16])=[CH:12][C:11]=1[F:17].[NH3:30]. The catalyst is CO. The product is [Br:1][C:2]1[C:3](=[O:29])[N:4]([CH2:18][C:19]2[CH:20]=[C:21]([CH:26]=[CH:27][CH:28]=2)[C:22]([NH2:30])=[O:23])[CH:5]=[CH:6][C:7]=1[O:8][CH2:9][C:10]1[CH:15]=[CH:14][C:13]([F:16])=[CH:12][C:11]=1[F:17]. The yield is 0.640. (5) The reactants are [O:1]1[C:5]2([CH2:10][CH2:9][CH:8]([CH2:11][OH:12])[CH2:7][CH2:6]2)[O:4][CH2:3][CH2:2]1.I[CH2:14][CH2:15][CH3:16].[OH-].[K+].C(OCC)C. The catalyst is CS(C)=O.[Cl-].[Na+].O. The product is [CH2:14]([O:12][CH2:11][CH:8]1[CH2:9][CH2:10][C:5]2([O:4][CH2:3][CH2:2][O:1]2)[CH2:6][CH2:7]1)[CH2:15][CH3:16]. The yield is 0.960.